This data is from Catalyst prediction with 721,799 reactions and 888 catalyst types from USPTO. The task is: Predict which catalyst facilitates the given reaction. (1) Reactant: [Br:1][C:2]1[CH:7]=[CH:6][C:5](/[CH:8]=[CH:9]/[N+:10]([O-:12])=[O:11])=[CH:4][CH:3]=1.[CH:13](=[O:18])[CH2:14][CH:15]([CH3:17])[CH3:16].CC(O)C.CCCCCC. Product: [Br:1][C:2]1[CH:3]=[CH:4][C:5]([C@H:8]([CH2:9][N+:10]([O-:12])=[O:11])[C@H:14]([CH:15]([CH3:17])[CH3:16])[CH:13]=[O:18])=[CH:6][CH:7]=1. The catalyst class is: 22. (2) Reactant: Br[C:2]1[CH:18]=[CH:17][C:5]2[N:6]([CH2:9][O:10][CH2:11][CH2:12][Si:13]([CH3:16])([CH3:15])[CH3:14])[CH:7]=[N:8][C:4]=2[CH:3]=1.[B:19]1([B:19]2[O:23][C:22]([CH3:25])([CH3:24])[C:21]([CH3:27])([CH3:26])[O:20]2)[O:23][C:22]([CH3:25])([CH3:24])[C:21]([CH3:27])([CH3:26])[O:20]1. Product: [CH3:14][Si:13]([CH3:16])([CH3:15])[CH2:12][CH2:11][O:10][CH2:9][N:6]1[C:5]2[CH:17]=[CH:18][C:2]([B:19]3[O:23][C:22]([CH3:25])([CH3:24])[C:21]([CH3:27])([CH3:26])[O:20]3)=[CH:3][C:4]=2[N:8]=[CH:7]1. The catalyst class is: 75. (3) Reactant: F[C:2]1[CH:7]=[CH:6][C:5]([CH2:8][CH2:9][OH:10])=[CH:4][C:3]=1[N+:11]([O-:13])=[O:12].[SH:14][CH2:15][C:16]([OH:18])=[O:17].C(=O)([O-])[O-].[K+].[K+].CN(C=O)C. Product: [OH:10][CH2:9][CH2:8][C:5]1[CH:6]=[CH:7][C:2]([S:14][CH2:15][C:16]([OH:18])=[O:17])=[C:3]([N+:11]([O-:13])=[O:12])[CH:4]=1. The catalyst class is: 6.